Dataset: Full USPTO retrosynthesis dataset with 1.9M reactions from patents (1976-2016). Task: Predict the reactants needed to synthesize the given product. (1) Given the product [Cl:1][C:2]1[CH:10]=[C:9]2[C:5]([C@H:6]([C:12]3[CH:13]=[CH:14][CH:15]=[CH:16][CH:17]=3)[CH2:7][C@@H:8]2[OH:11])=[CH:4][CH:3]=1, predict the reactants needed to synthesize it. The reactants are: [Cl:1][C:2]1[CH:10]=[C:9]2[C:5]([C@@H:6]([C:12]3[CH:17]=[CH:16][CH:15]=[CH:14][CH:13]=3)[CH2:7][C@H:8]2[OH:11])=[CH:4][CH:3]=1. (2) Given the product [CH3:1][O:2][C:3](=[O:25])[CH2:4][CH2:5][C:6]1[CH:15]=[CH:14][C:13]2[C:8](=[CH:9][CH:10]=[C:11]([CH2:16][O:17][Si:18]([C:21]([CH3:23])([CH3:22])[CH3:24])([CH3:19])[CH3:20])[CH:12]=2)[CH:7]=1, predict the reactants needed to synthesize it. The reactants are: [CH3:1][O:2][C:3](=[O:25])[CH:4]=[CH:5][C:6]1[CH:7]=[C:8]2[C:13](=[CH:14][CH:15]=1)[CH:12]=[C:11]([CH2:16][O:17][Si:18]([C:21]([CH3:24])([CH3:23])[CH3:22])([CH3:20])[CH3:19])[CH:10]=[CH:9]2. (3) The reactants are: [Cl:1][C:2]1[C:11]2[C:6](=[CH:7][CH:8]=[CH:9][CH:10]=2)[CH:5]=[CH:4][C:3]=1[CH2:12][CH2:13][CH2:14][NH2:15].[Cl:16][C:17]1[S:21][C:20]([CH:22]=O)=[CH:19][CH:18]=1. Given the product [Cl:1][C:2]1[C:11]2[C:6](=[CH:7][CH:8]=[CH:9][CH:10]=2)[CH:5]=[CH:4][C:3]=1[CH2:12][CH2:13][CH2:14][NH:15][CH2:22][C:20]1[S:21][C:17]([Cl:16])=[CH:18][CH:19]=1, predict the reactants needed to synthesize it.